This data is from Forward reaction prediction with 1.9M reactions from USPTO patents (1976-2016). The task is: Predict the product of the given reaction. (1) Given the reactants [C:1]1(=[CH:7][C:8]2[C:9]([C:17]3[CH:22]=[C:21]([C:23]([CH3:26])([CH3:25])[CH3:24])[CH:20]=[C:19]([C:27]([CH3:30])([CH3:29])[CH3:28])[CH:18]=3)=[N:10][C:11]([C:14]([OH:16])=O)=[N:12][CH:13]=2)[CH2:6][CH2:5][CH2:4][CH2:3][CH2:2]1.[O:31]1[CH2:34][CH:33]([NH2:35])[CH2:32]1, predict the reaction product. The product is: [C:1]1(=[CH:7][C:8]2[C:9]([C:17]3[CH:22]=[C:21]([C:23]([CH3:26])([CH3:24])[CH3:25])[CH:20]=[C:19]([C:27]([CH3:28])([CH3:29])[CH3:30])[CH:18]=3)=[N:10][C:11]([C:14]([NH:35][CH:33]3[CH2:34][O:31][CH2:32]3)=[O:16])=[N:12][CH:13]=2)[CH2:6][CH2:5][CH2:4][CH2:3][CH2:2]1. (2) Given the reactants [CH3:1][C:2]1[N:3]=[C:4]([NH2:8])[S:5][C:6]=1[CH3:7].Br[CH2:10][CH2:11][O:12][C:13]1[CH:18]=[CH:17][CH:16]=[CH:15][CH:14]=1.[C:19]12([C:29](O)=[O:30])[CH2:28][CH:23]3[CH2:24][CH:25]([CH2:27][CH:21]([CH2:22]3)[CH2:20]1)[CH2:26]2, predict the reaction product. The product is: [CH3:1][C:2]1[N:3]([CH2:10][CH2:11][O:12][C:13]2[CH:18]=[CH:17][CH:16]=[CH:15][CH:14]=2)/[C:4](=[N:8]/[C:29]([C:19]23[CH2:28][CH:23]4[CH2:22][CH:21]([CH2:27][CH:25]([CH2:24]4)[CH2:26]2)[CH2:20]3)=[O:30])/[S:5][C:6]=1[CH3:7]. (3) Given the reactants [CH:1]([C:4]1[CH:9]=[CH:8][C:7]([NH:10][S:11](=[O:14])(=[O:13])[NH2:12])=[CH:6][CH:5]=1)([CH3:3])[CH3:2].[H-].[Na+].[Cl:17][C:18]1[C:23]([O:24][C:25]2[CH:30]=[CH:29][CH:28]=[CH:27][C:26]=2[O:31][CH3:32])=[C:22](Cl)[N:21]=[C:20]([C:34]2[CH:39]=[CH:38][N:37]=[CH:36][CH:35]=2)[N:19]=1.CCOC(C)=O, predict the reaction product. The product is: [Cl:17][C:18]1[N:19]=[C:20]([C:34]2[CH:39]=[CH:38][N:37]=[CH:36][CH:35]=2)[N:21]=[C:22]([NH:12][S:11](=[O:13])(=[O:14])[NH:10][C:7]2[CH:6]=[CH:5][C:4]([CH:1]([CH3:3])[CH3:2])=[CH:9][CH:8]=2)[C:23]=1[O:24][C:25]1[CH:30]=[CH:29][CH:28]=[CH:27][C:26]=1[O:31][CH3:32]. (4) The product is: [CH2:17]([NH:18][C:7]([CH:1]1[CH2:6][CH2:5][CH:4]=[CH:3][CH2:2]1)=[O:9])[CH2:16][CH2:15][CH2:31][CH2:32][CH2:30][CH2:28][CH3:29]. Given the reactants [CH:1]1([C:7]([OH:9])=O)[CH2:6][CH2:5][CH:4]=[CH:3][CH2:2]1.CCN=C=N[CH2:15][CH2:16][CH2:17][N:18](C)C.Cl.CCN([CH:28]([CH3:30])[CH3:29])C(C)C.[CH3:31][C:32](C)=O.C(Cl)Cl, predict the reaction product. (5) Given the reactants C[O:2][C:3](=[O:32])[C:4]1[CH:9]=[CH:8][C:7]([CH2:10][N:11]2[C:20]([C:21](=[O:23])[CH3:22])=[C:19]([C:24]3[CH:29]=[CH:28][CH:27]=[CH:26][CH:25]=3)[C:18]3[C:13](=[CH:14][CH:15]=[C:16]([Cl:30])[CH:17]=3)[C:12]2=[O:31])=[CH:6][CH:5]=1.CO.[OH-].[Na+], predict the reaction product. The product is: [C:21]([C:20]1[N:11]([CH2:10][C:7]2[CH:6]=[CH:5][C:4]([C:3]([OH:32])=[O:2])=[CH:9][CH:8]=2)[C:12](=[O:31])[C:13]2[C:18]([C:19]=1[C:24]1[CH:25]=[CH:26][CH:27]=[CH:28][CH:29]=1)=[CH:17][C:16]([Cl:30])=[CH:15][CH:14]=2)(=[O:23])[CH3:22]. (6) Given the reactants [Cl-].[Cl-].[Cl-].[Al+3].[C:5]1([C:11]2([C:14]([O:16][CH3:17])=[O:15])[CH2:13][CH2:12]2)[CH:10]=[CH:9][CH:8]=[CH:7][CH:6]=1.[Cl:18][CH2:19][C:20](Cl)=[O:21].C(=S)=S, predict the reaction product. The product is: [Cl:18][CH2:19][C:20]([C:8]1[CH:9]=[CH:10][C:5]([C:11]2([C:14]([O:16][CH3:17])=[O:15])[CH2:13][CH2:12]2)=[CH:6][CH:7]=1)=[O:21]. (7) Given the reactants [C:1]([C:4]1[O:5][C:6]2[CH:13]=[CH:12][C:11]([O:14][CH3:15])=[C:10]([Br:16])[C:7]=2[C:8]=1[NH2:9])(=[O:3])[CH3:2].[CH:17]([C:20]1[S:21][CH:22]=[C:23]([CH:25]=O)[N:24]=1)([CH3:19])[CH3:18].[OH-].[Na+].CO, predict the reaction product. The product is: [NH2:9][C:8]1[C:7]2[C:10]([Br:16])=[C:11]([O:14][CH3:15])[CH:12]=[CH:13][C:6]=2[O:5][C:4]=1[C:1](=[O:3])[CH:2]=[CH:25][C:23]1[N:24]=[C:20]([CH:17]([CH3:19])[CH3:18])[S:21][CH:22]=1. (8) Given the reactants CN(C)C=O.F[C:7]1[CH:12]=[CH:11][C:10]([C:13](=[O:15])[CH3:14])=[CH:9][C:8]=1[Br:16].C(=O)([O-])[O-].[K+].[K+].[CH3:23][C:24]([SH:27])([CH3:26])[CH3:25], predict the reaction product. The product is: [Br:16][C:8]1[CH:9]=[C:10]([C:13](=[O:15])[CH3:14])[CH:11]=[CH:12][C:7]=1[S:27][C:24]([CH3:26])([CH3:25])[CH3:23].